Dataset: Retrosynthesis with 50K atom-mapped reactions and 10 reaction types from USPTO. Task: Predict the reactants needed to synthesize the given product. (1) Given the product COc1cc(Nc2nc([C@H](CC(C)C)NC(=O)OC(C)(C)C)cs2)ccc1-n1cnc(C)c1, predict the reactants needed to synthesize it. The reactants are: CC(C)C[C@H](NC(=O)OC(C)(C)C)C(=O)CBr.COc1cc(NC(N)=S)ccc1-n1cnc(C)c1. (2) Given the product C[C@@H]1OC[C@@H]2CC[C@@H](C(=O)O)CN2C1=O, predict the reactants needed to synthesize it. The reactants are: COC(=O)[C@@H]1CC[C@H]2CO[C@@H](C)C(=O)N2C1. (3) Given the product CCOC(=O)C1=C(C)N(c2cccc(C(F)(F)F)c2)C(=O)N(CC(=O)OC)[C@@H]1c1ccc(C#N)cc1, predict the reactants needed to synthesize it. The reactants are: CCOC(=O)C1=C(C)N(c2cccc(C(F)(F)F)c2)C(=O)N[C@@H]1c1ccc(C#N)cc1.COC(=O)CBr. (4) The reactants are: CI.O=C(NC1CCCCC(O)C1)N1CCN(c2ccnc3cc(Cl)ccc23)CC1. Given the product COC1CCCCC(NC(=O)N2CCN(c3ccnc4cc(Cl)ccc34)CC2)C1, predict the reactants needed to synthesize it. (5) Given the product COc1ccc(-c2nocc2C(=O)N2CCC(O)(c3ccc(F)c(C)c3)C2)cc1Cl, predict the reactants needed to synthesize it. The reactants are: COc1ccc(-c2nocc2C(=O)O)cc1Cl.Cc1cc(C2(O)CCNC2)ccc1F. (6) Given the product Cn1c2c(c3ccc(N4CCN(CCc5ccccc5)CC4=O)nc31)CN(C(=O)OC(C)(C)C)CC2, predict the reactants needed to synthesize it. The reactants are: Cn1c2c(c3ccc(Br)nc31)CN(C(=O)OC(C)(C)C)CC2.O=C1CN(CCc2ccccc2)CCN1.